Task: Predict the product of the given reaction.. Dataset: Forward reaction prediction with 1.9M reactions from USPTO patents (1976-2016) (1) The product is: [CH:11]1([Mg:15][Br:16])[CH2:14][CH2:13][CH2:12]1.[CH:7]1([C:28]2[CH:27]=[CH:26][C:21]([C:22]([O:24][CH3:25])=[O:23])=[C:20]([O:19][CH2:17][CH3:18])[CH:29]=2)[CH2:10][CH2:9][CH2:8]1. Given the reactants BrCCBr.[Mg].Br[CH:7]1[CH2:10][CH2:9][CH2:8]1.[CH:11]1([Mg:15][Br:16])[CH2:14][CH2:13][CH2:12]1.[CH2:17]([O:19][C:20]1[CH:29]=[C:28](I)[CH:27]=[CH:26][C:21]=1[C:22]([O:24][CH3:25])=[O:23])[CH3:18].C1(P(C2C=CC=CC=2)C2C3OC4C(=CC=CC=4P(C4C=CC=CC=4)C4C=CC=CC=4)C(C)(C)C=3C=CC=2)C=CC=CC=1, predict the reaction product. (2) Given the reactants [C:1]1([C:7]2[CH:8]=[C:9]3[C:13](=[C:14]([C:16]([NH2:18])=[O:17])[CH:15]=2)[NH:12][CH:11]=[C:10]3[CH:19]2[CH2:24][CH2:23][NH:22][CH2:21][CH2:20]2)[CH:6]=[CH:5][CH:4]=[CH:3][CH:2]=1.[CH3:25][N:26]1[CH:30]=[C:29]([S:31](Cl)(=[O:33])=[O:32])[N:28]=[CH:27]1.C(N(CC)CC)C, predict the reaction product. The product is: [CH3:25][N:26]1[CH:30]=[C:29]([S:31]([N:22]2[CH2:23][CH2:24][CH:19]([C:10]3[C:9]4[C:13](=[C:14]([C:16]([NH2:18])=[O:17])[CH:15]=[C:7]([C:1]5[CH:2]=[CH:3][CH:4]=[CH:5][CH:6]=5)[CH:8]=4)[NH:12][CH:11]=3)[CH2:20][CH2:21]2)(=[O:33])=[O:32])[N:28]=[CH:27]1.